This data is from Forward reaction prediction with 1.9M reactions from USPTO patents (1976-2016). The task is: Predict the product of the given reaction. (1) Given the reactants [CH2:1]([O:3][C:4](=[O:17])[C:5]1[CH:10]=[C:9]([C:11]([F:14])([F:13])[F:12])[C:8](Cl)=[CH:7][C:6]=1[NH2:16])[CH3:2].[CH:18]([B-](F)(F)F)=[CH2:19].[K+].C(=O)([O-])[O-].[K+].[K+].C(OCC)(=O)C, predict the reaction product. The product is: [CH2:1]([O:3][C:4](=[O:17])[C:5]1[CH:10]=[C:9]([C:11]([F:14])([F:13])[F:12])[C:8]([CH:18]=[CH2:19])=[CH:7][C:6]=1[NH2:16])[CH3:2]. (2) Given the reactants [C:1]([NH:9][C:10]1[CH:15]=[CH:14][C:13]([NH:16][C:17]2[CH:26]=[CH:25][N:24]=[C:23]3[C:18]=2[C:19]2[CH:31]=[CH:30][C:29]([C:32](O)=[O:33])=[CH:28][C:20]=2[C:21](=[O:27])[NH:22]3)=[CH:12][CH:11]=1)(=[O:8])[C:2]1[CH:7]=[CH:6][CH:5]=[CH:4][CH:3]=1.[CH3:35][N:36]([CH3:40])[CH2:37][CH2:38][NH2:39], predict the reaction product. The product is: [C:1]([NH:9][C:10]1[CH:11]=[CH:12][C:13]([NH:16][C:17]2[CH:26]=[CH:25][N:24]=[C:23]3[C:18]=2[C:19]2[CH:31]=[CH:30][C:29]([C:32]([NH:39][CH2:38][CH2:37][N:36]([CH3:40])[CH3:35])=[O:33])=[CH:28][C:20]=2[C:21](=[O:27])[NH:22]3)=[CH:14][CH:15]=1)(=[O:8])[C:2]1[CH:7]=[CH:6][CH:5]=[CH:4][CH:3]=1. (3) Given the reactants C(OC(=O)[NH:10][C:11]1([CH2:15][O:16][C:17]2[CH:22]=[CH:21][C:20]([C:23]3[CH:24]=[CH:25][C:26]4[N:27]([C:29]([C:32]5[CH:33]=[N:34][C:35]([NH2:42])=[C:36]([C:38]([F:41])([F:40])[F:39])[CH:37]=5)=[CH:30][N:31]=4)[N:28]=3)=[CH:19][CH:18]=2)[CH2:14][O:13][CH2:12]1)C1C=CC=CC=1, predict the reaction product. The product is: [NH2:10][C:11]1([CH2:15][O:16][C:17]2[CH:22]=[CH:21][C:20]([C:23]3[CH:24]=[CH:25][C:26]4[N:27]([C:29]([C:32]5[CH:37]=[C:36]([C:38]([F:39])([F:40])[F:41])[C:35]([NH2:42])=[N:34][CH:33]=5)=[CH:30][N:31]=4)[N:28]=3)=[CH:19][CH:18]=2)[CH2:14][O:13][CH2:12]1. (4) Given the reactants [CH3:1][C:2]([O:9][CH2:10][CH2:11][CH2:12][CH2:13][CH2:14][CH2:15][C:16]1[N:17]=[C:18]([C:22]2[CH:27]=[CH:26][C:25]([CH3:28])=[CH:24][CH:23]=2)[O:19][C:20]=1[CH3:21])([CH3:8])[C:3](OCC)=[O:4].[Cl-].[OH:30][NH3+:31].[OH-].[K+], predict the reaction product. The product is: [CH3:1][C:2]([O:9][CH2:10][CH2:11][CH2:12][CH2:13][CH2:14][CH2:15][C:16]1[N:17]=[C:18]([C:22]2[CH:27]=[CH:26][C:25]([CH3:28])=[CH:24][CH:23]=2)[O:19][C:20]=1[CH3:21])([CH3:8])[C:3]([NH:31][OH:30])=[O:4]. (5) Given the reactants [CH:1]1([C:6]([OH:8])=O)[CH2:5][CH2:4][CH2:3][CH2:2]1.[CH:9]1[N:13]=[CH:12][N:11](C([N:11]2[CH:12]=[N:13][CH:9]=[CH:10]2)=O)[CH:10]=1, predict the reaction product. The product is: [CH:1]1([C:6]([N:11]2[CH:10]=[CH:9][N:13]=[CH:12]2)=[O:8])[CH2:2][CH2:3][CH2:4][CH2:5]1.